This data is from Reaction yield outcomes from USPTO patents with 853,638 reactions. The task is: Predict the reaction yield, written as a fraction of the theoretical maximum amount of product (1.0 means a 100% yield; for example, 0.34 means a 34% yield). (1) The reactants are [CH3:1][O:2][C:3](=[O:13])[C:4]1[CH:9]=[CH:8][C:7]([OH:10])=[C:6]([O:11][CH3:12])[CH:5]=1.[Na+].[I-].C([O-])([O-])=O.[K+].[K+].Br[CH2:23][CH:24]1[CH2:26][CH2:25]1. The catalyst is CC(C)=O. The product is [CH3:1][O:2][C:3](=[O:13])[C:4]1[CH:9]=[CH:8][C:7]([O:10][CH2:23][CH:24]2[CH2:26][CH2:25]2)=[C:6]([O:11][CH3:12])[CH:5]=1. The yield is 0.930. (2) The reactants are CN[C:3]([C:5]1[CH:10]=[C:9]([O:11][C:12]2[CH:17]=[CH:16][CH:15]=[C:14]([NH2:18])[CH:13]=2)[CH:8]=[CH:7][N:6]=1)=[O:4].[OH-:19].[K+]. The catalyst is CCO.O. The product is [NH2:18][C:14]1[CH:13]=[C:12]([CH:17]=[CH:16][CH:15]=1)[O:11][C:9]1[CH:8]=[CH:7][N:6]=[C:5]([C:3]([OH:4])=[O:19])[CH:10]=1. The yield is 0.980. (3) The reactants are [NH2:1][C:2]1[CH:3]=[N:4][CH:5]=[C:6]([Br:8])[CH:7]=1.[C:9](Cl)(=[O:14])[C:10]([CH3:13])([CH3:12])[CH3:11]. The catalyst is N1C=CC=CC=1. The product is [Br:8][C:6]1[CH:7]=[C:2]([NH:1][C:9](=[O:14])[C:10]([CH3:13])([CH3:12])[CH3:11])[CH:3]=[N:4][CH:5]=1. The yield is 0.731. (4) The reactants are [C:1]([C:5]1[CH:9]=[C:8]([NH:10][C:11]2[CH:20]=[CH:19][C:18]([CH2:21][CH3:22])=[CH:17][C:12]=2[C:13]([O:15]C)=[O:14])[N:7]([C:23]2[CH:28]=[CH:27][CH:26]=[CH:25][C:24]=2[CH3:29])[N:6]=1)([CH3:4])([CH3:3])[CH3:2].O.[OH-].[Li+].Cl. The catalyst is CO.C1COCC1.O. The product is [C:1]([C:5]1[CH:9]=[C:8]([NH:10][C:11]2[CH:20]=[CH:19][C:18]([CH2:21][CH3:22])=[CH:17][C:12]=2[C:13]([OH:15])=[O:14])[N:7]([C:23]2[CH:28]=[CH:27][CH:26]=[CH:25][C:24]=2[CH3:29])[N:6]=1)([CH3:4])([CH3:2])[CH3:3]. The yield is 0.990. (5) The reactants are [F:1][C:2]1[CH:3]=[C:4]2[C:9](=[CH:10][CH:11]=1)[NH:8][C@@H:7]([CH3:12])[CH2:6][C@H:5]2[NH:13][C:14]1[CH:19]=[CH:18][C:17]([F:20])=[CH:16][CH:15]=1.C(N(CC)CC)C.[CH:28]1([C:34](Cl)=[O:35])[CH2:33][CH2:32][CH2:31][CH2:30][CH2:29]1.[Cl-].[NH4+]. The catalyst is ClCCl. The product is [CH:28]1([C:34]([N:8]2[C:9]3[C:4](=[CH:3][C:2]([F:1])=[CH:11][CH:10]=3)[C@H:5]([NH:13][C:14]3[CH:19]=[CH:18][C:17]([F:20])=[CH:16][CH:15]=3)[CH2:6][C@@H:7]2[CH3:12])=[O:35])[CH2:33][CH2:32][CH2:31][CH2:30][CH2:29]1. The yield is 0.170. (6) The catalyst is O. The yield is 0.806. The product is [CH2:34]([O:33][C:12]1[C:11]2[C:16](=[CH:17][CH:18]=[C:9]([C:7]3[S:8][C:4]([C:2]#[N:1])=[C:5]([CH3:38])[N:6]=3)[CH:10]=2)[C:15](=[O:19])[N:14]([CH2:20][CH:21]([CH3:23])[CH3:22])[C:13]=1[CH2:24][NH:25][C:26](=[O:32])[O:27][C:28]([CH3:30])([CH3:29])[CH3:31])[CH2:35][CH2:36][CH3:37]. The reactants are [NH2:1][C:2]([C:4]1[S:8][C:7]([C:9]2[CH:10]=[C:11]3[C:16](=[CH:17][CH:18]=2)[C:15](=[O:19])[N:14]([CH2:20][CH:21]([CH3:23])[CH3:22])[C:13]([CH2:24][NH:25][C:26](=[O:32])[O:27][C:28]([CH3:31])([CH3:30])[CH3:29])=[C:12]3[O:33][CH2:34][CH2:35][CH2:36][CH3:37])=[N:6][C:5]=1[CH3:38])=O.N1C(Cl)=NC(Cl)=NC=1Cl.CN(C)C=O. (7) The reactants are [C:1]([C:5]1[S:9][C:8](C(O)=O)=[CH:7][CH:6]=1)([CH3:4])([CH3:3])[CH3:2].C1(OP(N=[N+]=[N-])(=O)[O:21][C:22]2C=CC=CC=2)C=CC=CC=1.C([N:34](CC)CC)C.O.[C:40]([OH:44])([CH3:43])([CH3:42])[CH3:41]. No catalyst specified. The product is [C:1]([C:5]1[S:9][C:8]([NH:34][C:22](=[O:21])[O:44][C:40]([CH3:43])([CH3:42])[CH3:41])=[CH:7][CH:6]=1)([CH3:2])([CH3:3])[CH3:4]. The yield is 0.300.